Dataset: Reaction yield outcomes from USPTO patents with 853,638 reactions. Task: Predict the reaction yield, written as a fraction of the theoretical maximum amount of product (1.0 means a 100% yield; for example, 0.34 means a 34% yield). (1) The reactants are C(NC1C=CC(B2OC(C)(C)C(C)(C)O2)=CC=1)C.C([O:22][C@@H:23]1[CH2:27][C@H:26]([C:28]2[N:32]3[C:33]4[CH:39]=[CH:38][N:37](S(C5C=CC(C)=CC=5)(=O)=O)[C:34]=4[N:35]=[CH:36][C:31]3=[C:30]([C:50]3[CH:55]=[CH:54][C:53]([NH:56][CH2:57][CH3:58])=[CH:52][CH:51]=3)[N:29]=2)[N:25]([C:59](=[O:61])[CH3:60])[CH2:24]1)(=O)C.C([O-])([O-])=O.[K+].[K+]. The catalyst is C1C=CC(P(C2C=CC=CC=2)[C-]2C=CC=C2)=CC=1.C1C=CC(P(C2C=CC=CC=2)[C-]2C=CC=C2)=CC=1.Cl[Pd]Cl.[Fe+2].O. The product is [CH2:57]([NH:56][C:53]1[CH:54]=[CH:55][C:50]([C:30]2[N:29]=[C:28]([C@H:26]3[CH2:27][C@@H:23]([OH:22])[CH2:24][N:25]3[C:59](=[O:61])[CH3:60])[N:32]3[C:33]4[CH:39]=[CH:38][NH:37][C:34]=4[N:35]=[CH:36][C:31]=23)=[CH:51][CH:52]=1)[CH3:58]. The yield is 0.670. (2) The yield is 0.370. The catalyst is C(O)C.C([O-])([O-])=O.[Na+].[Na+]. The product is [I:1][C:2]1[CH:3]=[CH:4][C:5]2[N:6]([C:10]([CH3:14])=[C:11]([CH3:12])[N:8]=2)[N:7]=1. The reactants are [I:1][C:2]1[N:7]=[N:6][C:5]([NH2:8])=[CH:4][CH:3]=1.Br[CH:10]([CH3:14])[C:11](=O)[CH3:12]. (3) The reactants are [C:1]1([CH3:22])[CH:6]=[CH:5][C:4]([S:7]([N:10]2[C:14]3[N:15]=[CH:16][N:17]=[C:18]([C:19](=[O:21])[CH3:20])[C:13]=3[CH:12]=[CH:11]2)(=[O:9])=[O:8])=[CH:3][CH:2]=1.[BrH:23].BrBr. The catalyst is C(O)(=O)C. The product is [Br:23][CH2:20][C:19]([C:18]1[C:13]2[CH:12]=[CH:11][N:10]([S:7]([C:4]3[CH:3]=[CH:2][C:1]([CH3:22])=[CH:6][CH:5]=3)(=[O:9])=[O:8])[C:14]=2[N:15]=[CH:16][N:17]=1)=[O:21]. The yield is 0.566. (4) The reactants are [Cl-].O[NH3+:3].[C:4](=[O:7])([O-])[OH:5].[Na+].CS(C)=O.[OH:13][C@H:14]1[CH2:19][CH2:18][CH2:17][CH2:16][C@@H:15]1[O:20][C:21]1[CH:26]=[CH:25][C:24]([N:27]2[C:32](=[O:33])[C:31]([CH2:34][C:35]3[CH:40]=[CH:39][C:38]([C:41]4[C:42]([C:47]#[N:48])=[CH:43][CH:44]=[CH:45][CH:46]=4)=[CH:37][CH:36]=3)=[C:30]([CH2:49][CH2:50][CH3:51])[N:29]=[C:28]2[CH3:52])=[CH:23][CH:22]=1. The catalyst is O.C(OCC)(=O)C. The product is [OH:13][C@H:14]1[CH2:19][CH2:18][CH2:17][CH2:16][C@@H:15]1[O:20][C:21]1[CH:22]=[CH:23][C:24]([N:27]2[C:32](=[O:33])[C:31]([CH2:34][C:35]3[CH:36]=[CH:37][C:38]([C:41]4[CH:46]=[CH:45][CH:44]=[CH:43][C:42]=4[C:47]4[NH:3][C:4](=[O:7])[O:5][N:48]=4)=[CH:39][CH:40]=3)=[C:30]([CH2:49][CH2:50][CH3:51])[N:29]=[C:28]2[CH3:52])=[CH:25][CH:26]=1. The yield is 0.450. (5) The reactants are [CH3:1][N:2]1[C:7](=[O:8])[C:6]([NH:9][C:10]2[CH:15]=[CH:14][C:13]([N:16]3[CH2:21][CH2:20][N:19]([CH:22]4[CH2:25][O:24][CH2:23]4)[CH2:18][C@H:17]3[CH3:26])=[CH:12][N:11]=2)=[CH:5][C:4]([C:27]2[C:32]([CH:33]=[O:34])=[C:31]([N:35]3[CH:47]=[CH:46][N:38]4[C:39]5[CH2:40][CH2:41][CH2:42][CH2:43][C:44]=5[CH:45]=[C:37]4[C:36]3=[O:48])[N:30]=[CH:29][CH:28]=2)=[CH:3]1.[BH4-].[Na+]. The catalyst is CO. The product is [OH:34][CH2:33][C:32]1[C:31]([N:35]2[CH:47]=[CH:46][N:38]3[C:39]4[CH2:40][CH2:41][CH2:42][CH2:43][C:44]=4[CH:45]=[C:37]3[C:36]2=[O:48])=[N:30][CH:29]=[CH:28][C:27]=1[C:4]1[CH:5]=[C:6]([NH:9][C:10]2[CH:15]=[CH:14][C:13]([N:16]3[CH2:21][CH2:20][N:19]([CH:22]4[CH2:25][O:24][CH2:23]4)[CH2:18][C@H:17]3[CH3:26])=[CH:12][N:11]=2)[C:7](=[O:8])[N:2]([CH3:1])[CH:3]=1. The yield is 0.390.